Dataset: Reaction yield outcomes from USPTO patents with 853,638 reactions. Task: Predict the reaction yield, written as a fraction of the theoretical maximum amount of product (1.0 means a 100% yield; for example, 0.34 means a 34% yield). (1) The reactants are Cl.[CH2:2]([O:4][C:5](=[O:8])[CH2:6][NH2:7])[CH3:3].[C:9]([NH:12][C:13]1[S:14][C:15]([S:18](Cl)(=[O:20])=[O:19])=[CH:16][N:17]=1)(=[O:11])[CH3:10].CCN(C(C)C)C(C)C.Cl. The catalyst is C(Cl)Cl.O. The product is [CH2:2]([O:4][C:5](=[O:8])[CH2:6][NH:7][S:18]([C:15]1[S:14][C:13]([NH:12][C:9](=[O:11])[CH3:10])=[N:17][CH:16]=1)(=[O:19])=[O:20])[CH3:3]. The yield is 0.640. (2) The catalyst is C(Cl)Cl. The product is [Cl:1][C:2]1[CH:3]=[C:4]([NH:17][C:18]2[C:27]3[C:22](=[CH:23][CH:24]=[C:25]([NH:28][C:31]4[O:32][CH:39]5[CH2:38][O:40][CH2:36][CH:35]5[N:34]=4)[CH:26]=3)[N:21]=[CH:20][N:19]=2)[CH:5]=[CH:6][C:7]=1[O:8][CH2:9][C:10]1[CH:15]=[CH:14][CH:13]=[C:12]([F:16])[CH:11]=1. The reactants are [Cl:1][C:2]1[CH:3]=[C:4]([NH:17][C:18]2[C:27]3[C:22](=[CH:23][CH:24]=[C:25]([NH2:28])[CH:26]=3)[N:21]=[CH:20][N:19]=2)[CH:5]=[CH:6][C:7]=1[O:8][CH2:9][C:10]1[CH:15]=[CH:14][CH:13]=[C:12]([F:16])[CH:11]=1.C1C[O:32][CH2:31]C1.[NH2:34][CH:35]1[CH2:39][CH2:38]C[CH:36]1[OH:40]. The yield is 0.650. (3) The yield is 0.130. The product is [CH2:4]1[C:5]2[C:10](=[CH:9][CH:8]=[CH:7][CH:6]=2)[CH2:2][CH:3]1[N:52]([CH3:50])[C:23]([CH:22]([C:26]1[CH:31]=[CH:30][C:29]([C:32]2[CH:37]=[CH:36][CH:35]=[CH:34][CH:33]=2)=[CH:28][CH:27]=1)[NH:21][C:19]([C@H:18]([CH2:38][CH:39]([CH3:41])[CH3:40])[CH2:17][C:15]([O:14][CH3:13])=[O:16])=[O:20])=[O:24]. The catalyst is ClCCl. The reactants are Cl.[CH2:2]1[C:10]2[C:5](=[CH:6][CH:7]=[CH:8][CH:9]=2)[CH2:4][CH:3]1CN.[CH3:13][O:14][C:15]([CH2:17][C@@H:18]([CH2:38][CH:39]([CH3:41])[CH3:40])[C:19]([NH:21][CH:22]([C:26]1[CH:31]=[CH:30][C:29]([C:32]2[CH:37]=[CH:36][CH:35]=[CH:34][CH:33]=2)=[CH:28][CH:27]=1)[C:23](O)=[O:24])=[O:20])=[O:16].C(Cl)CCl.C1C=CC2N(O)N=[N:52][C:50]=2C=1.CN1CCOCC1. (4) The reactants are C(OC([N:8]1[CH2:13][CH2:12][CH:11]([C:14]2[N:35]=[CH:34][C:17]3[C:18]4[N:22]([CH2:23][CH2:24][O:25][C:16]=3[CH:15]=2)[CH:21]=[C:20]([C:26]2[N:27]([CH:31]([CH3:33])[CH3:32])[N:28]=[CH:29][N:30]=2)[N:19]=4)[CH2:10][CH2:9]1)=O)(C)(C)C.[ClH:36]. The catalyst is C(Cl)Cl.CO.O1CCOCC1. The product is [ClH:36].[CH:31]([N:27]1[C:26]([C:20]2[N:19]=[C:18]3[N:22]([CH2:23][CH2:24][O:25][C:16]4[CH:15]=[C:14]([CH:11]5[CH2:12][CH2:13][NH:8][CH2:9][CH2:10]5)[N:35]=[CH:34][C:17]=43)[CH:21]=2)=[N:30][CH:29]=[N:28]1)([CH3:33])[CH3:32]. The yield is 1.00. (5) The reactants are C([C@H]1COC(=O)N1[C:14](=[O:22])[CH2:15][C@H:16]([CH3:21])[C:17]([F:20])([F:19])[F:18])C1C=CC=CC=1.FF.CO.[Li+].[BH4-].[OH-].[Na+]. The catalyst is CCOCC.CC(=O)OCC. The product is [F:18][C:17]([F:20])([F:19])[C@@H:16]([CH3:21])[CH2:15][CH2:14][OH:22]. The yield is 0.840. (6) The reactants are Cl[C:2]1[N:10]=[C:9]([Cl:11])[CH:8]=[CH:7][C:3]=1[C:4]([NH2:6])=[O:5].[CH3:12][O:13][CH2:14][CH2:15][NH2:16]. The catalyst is CN(C)C=O. The product is [Cl:11][C:9]1[CH:8]=[CH:7][C:3]([C:4]([NH2:6])=[O:5])=[C:2]([NH:16][CH2:15][CH2:14][O:13][CH3:12])[N:10]=1. The yield is 0.640. (7) The reactants are [CH3:1][C@@H:2]1[NH:7][CH2:6][CH2:5][N:4]([C:8]([O:10][C:11]([CH3:14])([CH3:13])[CH3:12])=[O:9])[CH2:3]1.C(N(CC)CC)C.Cl[C:23]([O:25][CH2:26][C:27]1[CH:32]=[CH:31][CH:30]=[CH:29][CH:28]=1)=[O:24]. The catalyst is CN(C)C1C=CN=CC=1.ClCCl. The product is [CH3:1][C@H:2]1[CH2:3][N:4]([C:8]([O:10][C:11]([CH3:13])([CH3:12])[CH3:14])=[O:9])[CH2:5][CH2:6][N:7]1[C:23]([O:25][CH2:26][C:27]1[CH:32]=[CH:31][CH:30]=[CH:29][CH:28]=1)=[O:24]. The yield is 0.990. (8) The reactants are [CH:1]1([C:4]2[CH:11]=[C:10]([N+:12]([O-])=O)[CH:9]=[CH:8][C:5]=2[C:6]#[N:7])[CH2:3][CH2:2]1.[Cl-].[NH4+].CO. The catalyst is [Fe].O. The product is [NH2:12][C:10]1[CH:9]=[CH:8][C:5]([C:6]#[N:7])=[C:4]([CH:1]2[CH2:2][CH2:3]2)[CH:11]=1. The yield is 0.290.